From a dataset of NCI-60 drug combinations with 297,098 pairs across 59 cell lines. Regression. Given two drug SMILES strings and cell line genomic features, predict the synergy score measuring deviation from expected non-interaction effect. (1) Drug 1: C1=CC(=CC=C1CC(C(=O)O)N)N(CCCl)CCCl.Cl. Drug 2: CCC1(CC2CC(C3=C(CCN(C2)C1)C4=CC=CC=C4N3)(C5=C(C=C6C(=C5)C78CCN9C7C(C=CC9)(C(C(C8N6C=O)(C(=O)OC)O)OC(=O)C)CC)OC)C(=O)OC)O.OS(=O)(=O)O. Cell line: OVCAR3. Synergy scores: CSS=22.0, Synergy_ZIP=-5.80, Synergy_Bliss=-0.514, Synergy_Loewe=-13.2, Synergy_HSA=-1.71. (2) Drug 1: COC1=CC(=CC(=C1O)OC)C2C3C(COC3=O)C(C4=CC5=C(C=C24)OCO5)OC6C(C(C7C(O6)COC(O7)C8=CC=CS8)O)O. Drug 2: COCCOC1=C(C=C2C(=C1)C(=NC=N2)NC3=CC=CC(=C3)C#C)OCCOC.Cl. Cell line: SNB-19. Synergy scores: CSS=48.1, Synergy_ZIP=0.383, Synergy_Bliss=0.294, Synergy_Loewe=-11.1, Synergy_HSA=1.90.